This data is from Serine/threonine kinase 33 screen with 319,792 compounds. The task is: Binary Classification. Given a drug SMILES string, predict its activity (active/inactive) in a high-throughput screening assay against a specified biological target. (1) The molecule is s1c(NC(=O)COc2c3c(ccc2)cccc3)nc(c1C(OC)=O)C. The result is 0 (inactive). (2) The molecule is S=c1n(\N=C\c2c(F)cccc2)cc([nH]1)c1ccccc1. The result is 0 (inactive). (3) The compound is O=C(Nc1n(nc(C(C)(C)C)c1)C)Nc1c(OC)cccc1. The result is 0 (inactive). (4) The compound is O=c1n(c(=O)n(c2nc(n(c12)CCCc1ccccc1)CN1CC(CCC1)C)C)C. The result is 0 (inactive). (5) The drug is Oc1c2c(ccc1C(=O)c1cn(nc1)c1ccc(OC)cc1)cccc2. The result is 0 (inactive). (6) The drug is Fc1ccc(N2CCN(CC2)CC(=O)N(CC(C)C)c2c(n(CC(C)C)c(=O)[nH]c2=O)N)cc1. The result is 0 (inactive). (7) The compound is S(CCC(NC(=O)C(n1c(=O)c2c([nH]c1=O)cccc2)Cc1ccccc1)C(=O)N1C(CCC1)C(O)=O)C. The result is 0 (inactive).